This data is from Forward reaction prediction with 1.9M reactions from USPTO patents (1976-2016). The task is: Predict the product of the given reaction. (1) Given the reactants [CH2:1]([O:8][C@H](C)[C@H](NC(OCC1C2C=CC=CC=2C2C1=CC=CC=2)=O)C(O)=O)[C:2]1C=CC=CC=1.[C:33]([O:37][C:38]([NH:40][C@H:41]([C:45]1[CH:50]=[CH:49][C:48]([O:51][CH2:52]COC2CCCCO2)=[CH:47][CH:46]=1)[C:42]([OH:44])=[O:43])=[O:39])([CH3:36])([CH3:35])[CH3:34].C[C@@H]1CO1, predict the reaction product. The product is: [C:33]([O:37][C:38]([NH:40][C@H:41]([C:45]1[CH:46]=[CH:47][C:48]([O:51][CH2:52][C@H:1]([OH:8])[CH3:2])=[CH:49][CH:50]=1)[C:42]([OH:44])=[O:43])=[O:39])([CH3:34])([CH3:35])[CH3:36]. (2) Given the reactants CO[C:3](=[O:40])[C@@H:4]([NH:32][C:33](OC(C)(C)C)=O)[CH2:5][C:6]1[CH:31]=[CH:30][C:9]2[O:10][C@@H:11]([C:14]3[CH:19]=[CH:18][C:17]([O:20][CH2:21][C:22]4[CH:27]=[CH:26][C:25]([Cl:28])=[C:24]([Cl:29])[CH:23]=4)=[CH:16][CH:15]=3)[CH2:12][O:13][C:8]=2[CH:7]=1.[C:41](Cl)(=[O:48])[C:42]1[CH:47]=[CH:46][CH:45]=[CH:44][CH:43]=1.Cl.Cl.C[O:53][C:54](=[O:72])[C@@H:55]([NH2:71])[CH2:56][C:57]1[CH:62]=[CH:61][C:60]([O:63][C:64]2[CH:69]=[CH:68][N:67]=[C:66]([CH3:70])[CH:65]=2)=[CH:59][CH:58]=1, predict the reaction product. The product is: [C:41]([N:32]1[C@H:4]([C:3]([NH:71][C@@H:55]([CH2:56][C:57]2[CH:62]=[CH:61][C:60]([O:63][C:64]3[CH:69]=[CH:68][N:67]=[C:66]([CH3:70])[CH:65]=3)=[CH:59][CH:58]=2)[C:54]([OH:53])=[O:72])=[O:40])[CH2:5][C:6]2[CH:7]=[C:8]3[O:13][CH2:12][C@H:11]([C:14]4[CH:15]=[CH:16][C:17]([O:20][CH2:21][C:22]5[CH:27]=[CH:26][C:25]([Cl:28])=[C:24]([Cl:29])[CH:23]=5)=[CH:18][CH:19]=4)[O:10][C:9]3=[CH:30][C:31]=2[CH2:33]1)(=[O:48])[C:42]1[CH:47]=[CH:46][CH:45]=[CH:44][CH:43]=1. (3) The product is: [CH2:1]([O:3][C:4](=[O:30])[CH:5]([C:6]1[N:7]([CH3:29])[C:8]2[C:13]([C:14]=1[S:15][C:16]([CH3:19])([CH3:18])[CH3:17])=[CH:12][C:11]([O:20][CH2:21][C:22]1[CH:27]=[CH:26][C:25]([CH3:28])=[CH:24][N:23]=1)=[CH:10][CH:9]=2)[CH2:32][C:33]1[CH:34]=[CH:35][C:36]([C:39]2[CH:44]=[CH:43][C:42]([C:45]([F:48])([F:46])[F:47])=[CH:41][N:40]=2)=[CH:37][CH:38]=1)[CH3:2]. Given the reactants [CH2:1]([O:3][C:4](=[O:30])[CH2:5][C:6]1[N:7]([CH3:29])[C:8]2[C:13]([C:14]=1[S:15][C:16]([CH3:19])([CH3:18])[CH3:17])=[CH:12][C:11]([O:20][CH2:21][C:22]1[CH:27]=[CH:26][C:25]([CH3:28])=[CH:24][N:23]=1)=[CH:10][CH:9]=2)[CH3:2].Cl[CH2:32][C:33]1[CH:38]=[CH:37][C:36]([C:39]2[CH:44]=[CH:43][C:42]([C:45]([F:48])([F:47])[F:46])=[CH:41][N:40]=2)=[CH:35][CH:34]=1, predict the reaction product. (4) The product is: [Br:17][C:14]1[CH:15]=[CH:16][C:11]([N:8]2[C:9]([CH3:10])=[C:5]([C:3]([OH:4])=[O:2])[N:6]=[N:7]2)=[CH:12][CH:13]=1. Given the reactants C[O:2][C:3]([C:5]1[N:6]=[N:7][N:8]([C:11]2[CH:16]=[CH:15][C:14]([Br:17])=[CH:13][CH:12]=2)[C:9]=1[CH3:10])=[O:4].[Li+].[OH-], predict the reaction product. (5) The product is: [CH:1]1([CH2:7][C@@H:8]([C:10]([OH:12])=[O:11])[NH:9][C:14]([O:16][CH2:17][C:18]2[CH:23]=[CH:22][CH:21]=[CH:20][CH:19]=2)=[O:15])[CH2:6][CH2:5][CH2:4][CH2:3][CH2:2]1. Given the reactants [CH:1]1([CH2:7][C@@H:8]([C:10]([OH:12])=[O:11])[NH2:9])[CH2:6][CH2:5][CH2:4][CH2:3][CH2:2]1.Cl[C:14]([O:16][CH2:17][C:18]1[CH:23]=[CH:22][CH:21]=[CH:20][CH:19]=1)=[O:15].C([O-])([O-])=O.[K+].[K+].Cl, predict the reaction product. (6) Given the reactants II.[Cl:3][C:4]1[CH:5]=[C:6]([CH:10]=[C:11]([O:13]C)[CH:12]=1)[C:7]([OH:9])=[O:8], predict the reaction product. The product is: [Cl:3][C:4]1[CH:5]=[C:6]([CH:10]=[C:11]([OH:13])[CH:12]=1)[C:7]([OH:9])=[O:8]. (7) Given the reactants [CH:1]([C:4]1[S:5][CH:6]=[C:7]([CH3:9])[N:8]=1)([CH3:3])[CH3:2].OS(O)(=O)=O.[N+:15]([O-])(O)=O.[OH-].[Na+].O, predict the reaction product. The product is: [CH:1]([C:4]1[S:5][C:6]([NH2:15])=[C:7]([CH3:9])[N:8]=1)([CH3:3])[CH3:2].